This data is from Reaction yield outcomes from USPTO patents with 853,638 reactions. The task is: Predict the reaction yield, written as a fraction of the theoretical maximum amount of product (1.0 means a 100% yield; for example, 0.34 means a 34% yield). The yield is 0.540. The reactants are [C:1]1([CH3:10])[C:2]([C:7]([OH:9])=[O:8])=[CH:3][CH:4]=[CH:5][CH:6]=1.[Br:11]N1C(=O)CCC1=O. The product is [Br:11][CH2:10][C:1]1[CH:6]=[CH:5][CH:4]=[CH:3][C:2]=1[C:7]([OH:9])=[O:8]. The catalyst is C(Cl)(Cl)Cl.